This data is from M1 muscarinic receptor antagonist screen with 61,756 compounds. The task is: Binary Classification. Given a drug SMILES string, predict its activity (active/inactive) in a high-throughput screening assay against a specified biological target. The molecule is S(=O)(=O)(c1c(cccc1)/C=N/O)c1ccccc1. The result is 0 (inactive).